From a dataset of Peptide-MHC class II binding affinity with 134,281 pairs from IEDB. Regression. Given a peptide amino acid sequence and an MHC pseudo amino acid sequence, predict their binding affinity value. This is MHC class II binding data. The peptide sequence is QLQQFQKEDAALTIY. The MHC is DRB1_0901 with pseudo-sequence DRB1_0901. The binding affinity (normalized) is 0.0909.